The task is: Predict the product of the given reaction.. This data is from Forward reaction prediction with 1.9M reactions from USPTO patents (1976-2016). (1) Given the reactants C(OC(=O)[NH:7][C@@H:8]([C:13]1[CH:18]=[CH:17][CH:16]=[CH:15][CH:14]=1)[C:9]([OH:12])([CH3:11])[CH3:10])(C)(C)C.O1CCOCC1.Cl, predict the reaction product. The product is: [NH2:7][C@@H:8]([C:13]1[CH:18]=[CH:17][CH:16]=[CH:15][CH:14]=1)[C:9]([CH3:11])([OH:12])[CH3:10]. (2) Given the reactants ClC1C=C(C=CC=1)C(OO)=[O:6].[CH2:12]([C:16]1[N:17]([CH2:29][CH2:30][O:31][CH2:32][CH2:33][S:34]([CH3:37])(=[O:36])=[O:35])[C:18]2[C:27]3[CH:26]=[CH:25][CH:24]=[CH:23][C:22]=3[N:21]=[CH:20][C:19]=2[N:28]=1)[CH2:13][CH2:14][CH3:15], predict the reaction product. The product is: [CH2:12]([C:16]1[N:17]([CH2:29][CH2:30][O:31][CH2:32][CH2:33][S:34]([CH3:37])(=[O:36])=[O:35])[C:18]2[C:27]3[CH:26]=[CH:25][CH:24]=[CH:23][C:22]=3[N+:21]([O-:6])=[CH:20][C:19]=2[N:28]=1)[CH2:13][CH2:14][CH3:15]. (3) Given the reactants N[C:2]1[N:7]=[C:6]([C:8]2[S:12][C:11]([C:13]([OH:15])=[O:14])=[CH:10][CH:9]=2)[CH:5]=[CH:4][N:3]=1.C(N)=N, predict the reaction product. The product is: [N:3]1[CH:4]=[CH:5][C:6]([C:8]2[S:12][C:11]([C:13]([OH:15])=[O:14])=[CH:10][CH:9]=2)=[N:7][CH:2]=1. (4) Given the reactants [F:1][C:2]([F:20])([F:19])[C:3]1[C:7]2[CH2:8][N:9]([C:12]([O:14][C:15]([CH3:18])([CH3:17])[CH3:16])=[O:13])[CH2:10][CH2:11][C:6]=2[NH:5][N:4]=1.C(=O)([O-])[O-].[K+].[K+].Br[CH2:28][C:29]([O:31][CH2:32][CH3:33])=[O:30], predict the reaction product. The product is: [CH2:32]([O:31][C:29](=[O:30])[CH2:28][N:5]1[C:6]2[CH2:11][CH2:10][N:9]([C:12]([O:14][C:15]([CH3:16])([CH3:17])[CH3:18])=[O:13])[CH2:8][C:7]=2[C:3]([C:2]([F:1])([F:19])[F:20])=[N:4]1)[CH3:33]. (5) Given the reactants [CH3:1]C([O-])(C)C.[K+].[F:7][C:8]1[CH:9]=[C:10]([CH:13]=[C:14]([F:27])[C:15]=1[O:16][C:17]1[CH:18]=[N:19][C:20]([C:23]([F:26])([F:25])[F:24])=[N:21][CH:22]=1)[CH:11]=O.[NH4+].[Cl-], predict the reaction product. The product is: [F:7][C:8]1[CH:9]=[C:10]([CH:11]=[CH2:1])[CH:13]=[C:14]([F:27])[C:15]=1[O:16][C:17]1[CH:18]=[N:19][C:20]([C:23]([F:26])([F:25])[F:24])=[N:21][CH:22]=1. (6) Given the reactants [Cl:1][C:2]1[CH:7]=[CH:6][C:5]([S:8][CH2:9][CH:10](OC)OC)=[CH:4][CH:3]=1.C([O-])([O-])=O.[Na+].[Na+], predict the reaction product. The product is: [Cl:1][C:2]1[CH:7]=[CH:6][C:5]2[S:8][CH:9]=[CH:10][C:4]=2[CH:3]=1. (7) Given the reactants [Cl:1][C:2]1[CH:7]=[CH:6][C:5]([OH:8])=[CH:4][N:3]=1.[CH3:9]I.C[O-].[Na+].[Cl-].[NH4+], predict the reaction product. The product is: [Cl:1][C:2]1[CH:7]=[CH:6][C:5]([O:8][CH3:9])=[CH:4][N:3]=1.